Predict the product of the given reaction. From a dataset of Forward reaction prediction with 1.9M reactions from USPTO patents (1976-2016). (1) Given the reactants [CH3:1][C:2]1[N:3]=[N:4][N:5]([CH2:7][C:8]2[CH:13]=[C:12]([C:14]([F:17])([F:16])[F:15])[CH:11]=[CH:10][C:9]=2/[CH:18]=[CH:19]/[C:20](O)=[O:21])[N:6]=1.[CH3:23][NH:24][C:25]([C@@H:27]1[CH2:32][CH2:31][CH2:30][CH2:29][NH:28]1)=[O:26].CCN(C(C)C)C(C)C.C(P1(=O)OP(CCC)(=O)OP(CCC)(=O)O1)CC, predict the reaction product. The product is: [CH3:23][NH:24][C:25]([C@@H:27]1[CH2:32][CH2:31][CH2:30][CH2:29][N:28]1[C:20](=[O:21])/[CH:19]=[CH:18]/[C:9]1[CH:10]=[CH:11][C:12]([C:14]([F:16])([F:17])[F:15])=[CH:13][C:8]=1[CH2:7][N:5]1[N:4]=[N:3][C:2]([CH3:1])=[N:6]1)=[O:26]. (2) Given the reactants C(NC1C=CC(C2C=C3C(=CC=2)C(=O)N([C@@H](C(C)C)C(O)=O)C3)=CC=1)(=O)C1C=CC=CC=1.[CH3:33][CH:34]([CH3:69])[C@H:35]([N:40]1[CH2:48][C:47]2[C:42](=[CH:43][CH:44]=[C:45]([C:49]3[CH:54]=[CH:53][C:52]([NH:55][C:56](=[O:67])[C:57]4[CH:62]=[CH:61][C:60]([C:63]([F:66])([F:65])[F:64])=[CH:59][CH:58]=4)=[CH:51][CH:50]=3)[CH:46]=2)[C:41]1=[O:68])[C:36]([O:38]C)=[O:37], predict the reaction product. The product is: [CH3:33][CH:34]([CH3:69])[C@H:35]([N:40]1[CH2:48][C:47]2[C:42](=[CH:43][CH:44]=[C:45]([C:49]3[CH:50]=[CH:51][C:52]([NH:55][C:56](=[O:67])[C:57]4[CH:62]=[CH:61][C:60]([C:63]([F:66])([F:64])[F:65])=[CH:59][CH:58]=4)=[CH:53][CH:54]=3)[CH:46]=2)[C:41]1=[O:68])[C:36]([OH:38])=[O:37]. (3) Given the reactants ClC1C=CC=C(C(OO)=[O:9])C=1.C1(C)C=CC=CC=1.[CH3:19][C:20]1[C:25]([CH3:26])=[CH:24][C:23]([CH3:27])=[C:22]([CH2:28][C:29]([CH3:31])=[CH2:30])[C:21]=1[OH:32].O, predict the reaction product. The product is: [CH3:30][C:29]1([CH2:31][OH:9])[CH2:28][C:22]2[C:23]([CH3:27])=[CH:24][C:25]([CH3:26])=[C:20]([CH3:19])[C:21]=2[O:32]1. (4) Given the reactants [CH2:1]([O:3][C:4]1[CH:12]=[CH:11][C:7]([C:8]([NH2:10])=[O:9])=[CH:6][C:5]=1[N+:13]([O-])=O)[CH3:2].C(OC1C=CC(C(N)=O)=CC=1[N+]([O-])=O)(C)C.C(OC1C=CC(C(N)=O)=CC=1N=C=S)(C)C, predict the reaction product. The product is: [NH2:13][C:5]1[CH:6]=[C:7]([CH:11]=[CH:12][C:4]=1[O:3][CH2:1][CH3:2])[C:8]([NH2:10])=[O:9]. (5) Given the reactants [CH2:1]([N:5]1[C:9]2[CH:10]=[C:11]([C:14]3[NH:18][N:17]=[CH:16][CH:15]=3)[CH:12]=[CH:13][C:8]=2[N:7]=[CH:6]1)[CH:2]([CH3:4])[CH3:3].Br[C:20]1[CH:21]=CC2N=CN(CC3CCCCC3)C=2[CH:35]=1, predict the reaction product. The product is: [CH:2]1([CH2:1][N:5]2[C:9]3[CH:10]=[C:11]([C:14]4[NH:18][N:17]=[CH:16][CH:15]=4)[CH:12]=[CH:13][C:8]=3[N:7]=[CH:6]2)[CH2:4][CH2:21][CH2:20][CH2:35][CH2:3]1.